This data is from Reaction yield outcomes from USPTO patents with 853,638 reactions. The task is: Predict the reaction yield, written as a fraction of the theoretical maximum amount of product (1.0 means a 100% yield; for example, 0.34 means a 34% yield). (1) The reactants are [OH:1][CH:2]=[CH:3][CH2:4][C:5]1[CH:10]=[CH:9][N:8]=[CH:7][CH:6]=1.S(Cl)(Cl)=O.[Cl:15][C:16]1[CH:35]=[CH:34][C:19]([NH:20][C:21]2[C:30]3[C:25](=[CH:26][C:27](O)=[C:28]([O:31][CH3:32])[CH:29]=3)[N:24]=[CH:23][N:22]=2)=[C:18]([F:36])[CH:17]=1.C(=O)([O-])[O-].[K+].[K+]. The catalyst is C1(C)C=CC=CC=1.CN(C=O)C. The product is [Cl:15][C:16]1[CH:35]=[CH:34][C:19]([NH:20][C:21]2[C:30]3[C:25](=[CH:26][C:27]([O:1][CH2:2][CH:3]=[CH:4][C:5]4[CH:10]=[CH:9][N:8]=[CH:7][CH:6]=4)=[C:28]([O:31][CH3:32])[CH:29]=3)[N:24]=[CH:23][N:22]=2)=[C:18]([F:36])[CH:17]=1. The yield is 0.0400. (2) The reactants are [F:1][C:2]1[CH:7]=[CH:6][CH:5]=[C:4]([F:8])[C:3]=1[N:9]1[C:14]2[N:15]=[C:16]([N:29]3[CH2:34][CH2:33][CH:32]([N:35]4[CH2:40][CH2:39][CH:38]([CH3:41])[CH2:37][CH2:36]4)[CH2:31][CH2:30]3)[N:17]=[C:18]([C:19]3[CH:20]=[C:21]([CH:25]=[CH:26][C:27]=3[CH3:28])[C:22](O)=[O:23])[C:13]=2[CH:12]=[CH:11][C:10]1=[O:42].CN(C(O[N:51]1N=N[C:53]2C=CC=C[C:52]1=2)=[N+](C)C)C.F[P-](F)(F)(F)(F)F.C(N(CC)CC)C.C(N)C. The catalyst is CN(C=O)C.C1COCC1. The product is [F:8][C:4]1[CH:5]=[CH:6][CH:7]=[C:2]([F:1])[C:3]=1[N:9]1[C:14]2[N:15]=[C:16]([N:29]3[CH2:34][CH2:33][CH:32]([N:35]4[CH2:40][CH2:39][CH:38]([CH3:41])[CH2:37][CH2:36]4)[CH2:31][CH2:30]3)[N:17]=[C:18]([C:19]3[CH:20]=[C:21]([CH:25]=[CH:26][C:27]=3[CH3:28])[C:22]([NH:51][CH2:52][CH3:53])=[O:23])[C:13]=2[CH:12]=[CH:11][C:10]1=[O:42]. The yield is 0.780. (3) The reactants are [Cl:1][C:2]1[CH:9]=[C:8]([O:10][CH2:11][CH3:12])[CH:7]=[C:6]([F:13])[C:3]=1[CH2:4][OH:5].[C:14]([O:18][C:19]([N:21]1[CH2:26][CH2:25][N:24]([C:27](Cl)=[O:28])[C@H:23]([CH2:30][CH3:31])[CH2:22]1)=[O:20])([CH3:17])([CH3:16])[CH3:15]. No catalyst specified. The product is [Cl:1][C:2]1[CH:9]=[C:8]([O:10][CH2:11][CH3:12])[CH:7]=[C:6]([F:13])[C:3]=1[CH2:4][O:5][C:27]([N:24]1[CH2:25][CH2:26][N:21]([C:19]([O:18][C:14]([CH3:16])([CH3:15])[CH3:17])=[O:20])[CH2:22][C@H:23]1[CH2:30][CH3:31])=[O:28]. The yield is 0.940.